Dataset: Catalyst prediction with 721,799 reactions and 888 catalyst types from USPTO. Task: Predict which catalyst facilitates the given reaction. (1) Reactant: [C:1](=[O:4])([O-])[O-].[K+].[K+].[CH3:7]O.C=O.[CH2:11]([NH:13][CH2:14][Si:15]([CH3:18])([CH3:17])[CH3:16])[CH3:12]. Product: [CH2:11]([N:13]([CH2:7][O:4][CH3:1])[CH2:14][Si:15]([CH3:18])([CH3:17])[CH3:16])[CH3:12]. The catalyst class is: 605. (2) Reactant: C(O[C@H:5]1[C@H:9]([CH2:10][CH2:11][CH3:12])[CH2:8][C:7](=[O:13])[CH2:6]1)(=O)C.C1CCN2C(=NCCC2)CC1. Product: [CH2:10]([C@@H:9]1[CH2:8][C:7](=[O:13])[CH:6]=[CH:5]1)[CH2:11][CH3:12]. The catalyst class is: 28. (3) Reactant: [Cl:1][C:2]1[C:3]([NH:21][C:22]2[C:31]([F:32])=[CH:30][CH:29]=[CH:28][C:23]=2[C:24]([NH:26][CH3:27])=[O:25])=[N:4][C:5]([NH:8][C:9]2[CH:10]=[CH:11][C:12]3[CH2:18][NH:17][CH2:16][C:15](=[O:19])[NH:14][C:13]=3[CH:20]=2)=[N:6][CH:7]=1.N1C=CC=CC=1.[C:39](O[C:39]([O:40][CH2:41][CH3:42])=[O:43])(=[O:43])[O:40][CH2:41][CH3:42]. Product: [CH2:41]([O:40][C:39]([N:17]1[CH2:18][C:12]2[CH:11]=[CH:10][C:9]([NH:8][C:5]3[N:4]=[C:3]([NH:21][C:22]4[C:23]([C:24](=[O:25])[NH:26][CH3:27])=[CH:28][CH:29]=[CH:30][C:31]=4[F:32])[C:2]([Cl:1])=[CH:7][N:6]=3)=[CH:20][C:13]=2[NH:14][C:15](=[O:19])[CH2:16]1)=[O:43])[CH3:42]. The catalyst class is: 1. (4) Reactant: Cl[C:2]1[N:10]=[C:9]2[C:5]([NH:6][C:7](=[O:31])[N:8]2[C:11]2[CH:16]=[C:15]([O:17][CH2:18][C:19]3[C:24]([O:25][CH3:26])=[CH:23][CH:22]=[CH:21][C:20]=3[F:27])[C:14]([O:28][CH3:29])=[CH:13][C:12]=2[Cl:30])=[C:4]([O:32][CH3:33])[N:3]=1.[NH2:34][CH2:35][CH2:36][OH:37].C(O)C.[Cl-].[NH4+]. Product: [Cl:30][C:12]1[CH:13]=[C:14]([O:28][CH3:29])[C:15]([O:17][CH2:18][C:19]2[C:24]([O:25][CH3:26])=[CH:23][CH:22]=[CH:21][C:20]=2[F:27])=[CH:16][C:11]=1[N:8]1[C:7](=[O:31])[NH:6][C:5]2[C:9]1=[N:10][C:2]([NH:34][CH2:35][CH2:36][OH:37])=[N:3][C:4]=2[O:32][CH3:33]. The catalyst class is: 60. (5) Reactant: F[C:2](F)(F)[C:3](O)=[O:4].[NH2:8][C:9]1[CH:10]=[C:11]2[C:15](=[CH:16][CH:17]=1)[NH:14][C:13]([C:18]([NH2:20])=[O:19])=[C:12]2[S:21]([N:24]1[CH2:29][CH2:28][O:27][CH2:26][CH2:25]1)(=[O:23])=[O:22].C(OC(=O)C)(=O)C.C(N(CC)CC)C. Product: [C:3]([NH:8][C:9]1[CH:10]=[C:11]2[C:15](=[CH:16][CH:17]=1)[NH:14][C:13]([C:18]([NH2:20])=[O:19])=[C:12]2[S:21]([N:24]1[CH2:29][CH2:28][O:27][CH2:26][CH2:25]1)(=[O:23])=[O:22])(=[O:4])[CH3:2]. The catalyst class is: 4. (6) Reactant: [C:1]([O:9][CH2:10][CH3:11])(=[O:8])[CH2:2][C:3]([O:5][CH2:6][CH3:7])=[O:4].Br[C:13]1[C:14](=[O:30])[N:15]([C:19]2[CH:24]=[CH:23][C:22]([N+:25]([O-:27])=[O:26])=[CH:21][C:20]=2[O:28][CH3:29])[CH:16]=[CH:17][CH:18]=1. The catalyst class is: 12. Product: [CH2:10]([O:9][C:1](=[O:8])[CH:2]([C:13]1[C:14](=[O:30])[N:15]([C:19]2[CH:24]=[CH:23][C:22]([N+:25]([O-:27])=[O:26])=[CH:21][C:20]=2[O:28][CH3:29])[CH:16]=[CH:17][CH:18]=1)[C:3]([O:5][CH2:6][CH3:7])=[O:4])[CH3:11].